This data is from Experimentally validated miRNA-target interactions with 360,000+ pairs, plus equal number of negative samples. The task is: Binary Classification. Given a miRNA mature sequence and a target amino acid sequence, predict their likelihood of interaction. (1) The miRNA is hsa-miR-323a-5p with sequence AGGUGGUCCGUGGCGCGUUCGC. The protein sequence of the target gene is MFTSEKGVVEEWLSEFKTLPETSLPNYATNLKDKSSLVSSLYKVIQEPQSELLEPVCHQLFEFYRSGEEQLLQFTLQFLPELIWCYLAVSASRNVHSSGCIEALLLGVYNLEIVDKQGHTKVLSFTIPSLSKPSVYHEPSSIGSMALTESALSQHGLSKVVYSGPHPQREMLTAQNRFEVLTFLLLCYNAALTYMPSVSLQSLCQICSRICVCGYPRQHVRKYKGISSRIPVSSGFMVQMLTGIYFAFYNGEWDLAQKALDDIIYRAQLELYPEPLLVANAIKASLPHGPMKSNKEGTRC.... Result: 0 (no interaction). (2) The miRNA is hsa-miR-221-5p with sequence ACCUGGCAUACAAUGUAGAUUU. The protein sequence of the target gene is MAKGDPKKPKGKMSAYAFFVQTCREEHKKKNPEVPVNFAEFSKKCSERWKTMSSKEKSKFDEMAKADKVRYDREMKDYGPAKGGKKKKDPNAPKRPPSGFFLFCSEFRPKIKSTNPGISIGDVAKKLGEMWNNLSDNEKQPYVTKAAKLKEKYEKDVADYKSKGKFDGAKGPAKVARKKVEEEEEEEEEEEEEEEEEEDE. Result: 0 (no interaction). (3) Result: 1 (interaction). The miRNA is hsa-miR-124-3p with sequence UAAGGCACGCGGUGAAUGCCAA. The protein sequence of the target gene is MESVLSKYEDQITIFTDYLEEYPDTDELVWILGKQHLLKTEKSKLLSDISARLWFTYRRKFSPIGGTGPSSDAGWGCMLRCGQMMLAQALICRHLGRDWSWEKQKEQPKEYQRILQCFLDRKDCCYSIHQMAQMGVGEGKSIGEWFGPNTVAQVLKKLALFDEWNSLAVYVSMDNTVVIEDIKKMCRVLPLSADTAGDRPPDSLTASNQSKGTSAYCSAWKPLLLIVPLRLGINQINPVYVDAFKECFKMPQSLGALGGKPNNAYYFIGFLGDELIFLDPHTTQTFVDTEENGTVNDQTF....